Predict the product of the given reaction. From a dataset of Forward reaction prediction with 1.9M reactions from USPTO patents (1976-2016). (1) Given the reactants [Br:1][C:2]1[C:3]([F:10])=[C:4]([CH2:8][OH:9])[CH:5]=[CH:6][CH:7]=1.FC(F)(F)[C:13]([O-])=[O:14].[Tl+2].FC(F)(F)C([O-])=O.FC(F)(F)C(O)=O.[Cl-].[Li+].[O-2].[Mg+2], predict the reaction product. The product is: [Br:1][C:2]1[CH:7]=[CH:6][C:5]2[C:13](=[O:14])[O:9][CH2:8][C:4]=2[C:3]=1[F:10]. (2) Given the reactants [NH2:1][C:2]1[NH:3][C:4]2[CH:10]=[CH:9][CH:8]=[CH:7][C:5]=2[N:6]=1.[N+]([C:14]1[CH:15]=[C:16]([CH:19]=[CH:20][CH:21]=1)[CH:17]=O)([O-])=O.C(N(C(C)C)CC)(C)C.[BH4-].[Na+], predict the reaction product. The product is: [CH2:17]([NH:1][C:2]1[NH:3][C:4]2[CH:10]=[CH:9][CH:8]=[CH:7][C:5]=2[N:6]=1)[C:16]1[CH:19]=[CH:20][CH:21]=[CH:14][CH:15]=1. (3) Given the reactants [CH3:1][C:2]1([CH2:24][CH2:25][CH2:26][CH2:27][CH2:28][C:29]([OH:31])=[O:30])[C:10]2[C:9]3[CH:11]=[C:12]([S:19]([OH:22])(=[O:21])=[O:20])[CH:13]=[C:14]([S:15]([OH:18])(=[O:17])=[O:16])[C:8]=3[CH:7]=[CH:6][C:5]=2[N:4]=[C:3]1[CH3:23].[OH-].[K+:33], predict the reaction product. The product is: [CH3:1][C:2]1([CH2:24][CH2:25][CH2:26][CH2:27][CH2:28][C:29]([O-:31])=[O:30])[C:10]2[C:9]3[CH:11]=[C:12]([S:19]([O-:22])(=[O:20])=[O:21])[CH:13]=[C:14]([S:15]([O-:18])(=[O:17])=[O:16])[C:8]=3[CH:7]=[CH:6][C:5]=2[N:4]=[C:3]1[CH3:23].[K+:33].[K+:33].[K+:33]. (4) Given the reactants [Br:1][C:2]1[NH:11][C:5]2[N:6]=[CH:7][N:8]=[C:9](Cl)[C:4]=2[CH:3]=1.[CH:12]([O:15][C:16]1[CH:24]=[C:23]2[C:19]([CH:20]=[N:21][NH:22]2)=[CH:18][C:17]=1[NH2:25])([CH3:14])[CH3:13], predict the reaction product. The product is: [Br:1][C:2]1[NH:11][C:5]2[N:6]=[CH:7][N:8]=[C:9]([NH:25][C:17]3[CH:18]=[C:19]4[C:23](=[CH:24][C:16]=3[O:15][CH:12]([CH3:14])[CH3:13])[NH:22][N:21]=[CH:20]4)[C:4]=2[CH:3]=1. (5) The product is: [OH:3][C:2]1[CH:8]2[CH2:9][CH:5]([CH2:6][CH2:7]2)[C:4](=[O:10])[C:1]=1[C:32](=[O:33])[C:31]1[CH:35]=[CH:36][C:28]([S:25]([CH3:24])(=[O:27])=[O:26])=[CH:29][C:30]=1[N+:37]([O-:39])=[O:38]. Given the reactants [CH2:1]=[C:2]1[CH:8]2[CH2:9][CH:5]([CH2:6][CH2:7]2)[C:4](=[O:10])[O:3]1.C(N(CC)CC)C.CC(C)(O)C#N.[CH3:24][S:25]([C:28]1[CH:36]=[CH:35][C:31]([C:32](Cl)=[O:33])=[C:30]([N+:37]([O-:39])=[O:38])[CH:29]=1)(=[O:27])=[O:26], predict the reaction product. (6) The product is: [Si:18]([O:17][CH2:16][C@@H:15]([CH3:25])[CH2:14][N:6]1[C:5]2[CH:11]=[CH:12][C:2]([F:1])=[CH:3][C:4]=2[O:9][CH2:8][C:7]1=[O:10])([C:21]([CH3:22])([CH3:23])[CH3:24])([CH3:19])[CH3:20]. Given the reactants [F:1][C:2]1[CH:12]=[CH:11][C:5]2[NH:6][C:7](=[O:10])[CH2:8][O:9][C:4]=2[CH:3]=1.Br[CH2:14][C@@H:15]([CH3:25])[CH2:16][O:17][Si:18]([C:21]([CH3:24])([CH3:23])[CH3:22])([CH3:20])[CH3:19].C([O-])([O-])=O.[Cs+].[Cs+], predict the reaction product.